Dataset: Peptide-MHC class I binding affinity with 185,985 pairs from IEDB/IMGT. Task: Regression. Given a peptide amino acid sequence and an MHC pseudo amino acid sequence, predict their binding affinity value. This is MHC class I binding data. The peptide sequence is ATQPVHWFL. The MHC is HLA-B08:01 with pseudo-sequence HLA-B08:01. The binding affinity (normalized) is 0.0847.